This data is from Forward reaction prediction with 1.9M reactions from USPTO patents (1976-2016). The task is: Predict the product of the given reaction. (1) Given the reactants Br[C:2]1[CH:7]=[CH:6][C:5]([Br:8])=[CH:4][N:3]=1.[F:9][C:10]1[CH:11]=[N:12][CH:13]=[CH:14][C:15]=1[Sn](CCCC)(CCCC)CCCC, predict the reaction product. The product is: [Br:8][C:5]1[CH:6]=[CH:7][C:2]([C:15]2[CH:14]=[CH:13][N:12]=[CH:11][C:10]=2[F:9])=[N:3][CH:4]=1. (2) Given the reactants [NH2:1][C:2]1[CH:7]=[C:6]([Cl:8])[CH:5]=[CH:4][C:3]=1[S:9][CH2:10][C:11]1[NH:12][C:13]([NH:16][C:17](=[O:23])[O:18][C:19]([CH3:22])([CH3:21])[CH3:20])=[N:14][N:15]=1.[O:24]1[C:28]2[CH:29]=[CH:30][CH:31]=[CH:32][C:27]=2[CH:26]=[C:25]1[S:33](Cl)(=[O:35])=[O:34], predict the reaction product. The product is: [O:24]1[C:28]2[CH:29]=[CH:30][CH:31]=[CH:32][C:27]=2[CH:26]=[C:25]1[S:33]([NH:1][C:2]1[CH:7]=[C:6]([Cl:8])[CH:5]=[CH:4][C:3]=1[S:9][CH2:10][C:11]1[NH:12][C:13]([NH:16][C:17](=[O:23])[O:18][C:19]([CH3:20])([CH3:22])[CH3:21])=[N:14][N:15]=1)(=[O:35])=[O:34]. (3) The product is: [O:21]1[C:25]2[CH:26]=[CH:27][C:28]([NH:30][C:2]3[CH:7]=[CH:6][N:5]=[C:4]([C:8]4[N:12]5[CH:13]=[CH:14][CH:15]=[CH:16][C:11]5=[N:10][C:9]=4[C:17]([F:20])([F:19])[F:18])[N:3]=3)=[CH:29][C:24]=2[O:23][CH2:22]1. Given the reactants Cl[C:2]1[CH:7]=[CH:6][N:5]=[C:4]([C:8]2[N:12]3[CH:13]=[CH:14][CH:15]=[CH:16][C:11]3=[N:10][C:9]=2[C:17]([F:20])([F:19])[F:18])[N:3]=1.[O:21]1[C:25]2[CH:26]=[CH:27][C:28]([NH2:30])=[CH:29][C:24]=2[O:23][CH2:22]1.CC([O-])(C)C.[K+], predict the reaction product. (4) The product is: [N:13]1([C@H:11]2[CH2:12][C@H:9]([C:7]3[S:8][C:4]4[CH:3]=[C:2]([N:66]5[CH2:67][CH2:68][CH:64]([CH3:63])[C:65]5=[O:69])[CH:20]=[CH:19][C:5]=4[N:6]=3)[CH2:10]2)[CH2:18][CH2:17][CH2:16][CH2:15][CH2:14]1. Given the reactants Br[C:2]1[CH:20]=[CH:19][C:5]2[N:6]=[C:7]([C@H:9]3[CH2:12][C@H:11]([N:13]4[CH2:18][CH2:17][CH2:16][CH2:15][CH2:14]4)[CH2:10]3)[S:8][C:4]=2[CH:3]=1.CC1(C)C2C(=C(P(C3C=CC=CC=3)C3C=CC=CC=3)C=CC=2)OC2C(P(C3C=CC=CC=3)C3C=CC=CC=3)=CC=CC1=2.[CH3:63][CH:64]1[CH2:68][CH2:67][NH:66][C:65]1=[O:69].[Al], predict the reaction product. (5) Given the reactants [F:1][C:2]1[CH:7]=[CH:6][C:5]([CH:8]2[CH2:13][C:12](=O)[NH:11][CH2:10][CH:9]2[CH2:15][CH2:16][C:17]([OH:19])=[O:18])=[CH:4][CH:3]=1.F[B-](F)(F)F.C[O+](C)C.[BH4-].[Na+], predict the reaction product. The product is: [F:1][C:2]1[CH:7]=[CH:6][C:5]([CH:8]2[CH2:13][CH2:12][NH:11][CH2:10][CH:9]2[CH2:15][CH2:16][C:17]([OH:19])=[O:18])=[CH:4][CH:3]=1. (6) Given the reactants [OH:1][CH2:2][C:3]([O:5][CH2:6][CH3:7])=[O:4].[H-].[Na+].Cl[C:11]1[O:12][C:13]2[CH:19]=[C:18]([CH3:20])[CH:17]=[CH:16][C:14]=2[N:15]=1, predict the reaction product. The product is: [CH2:6]([O:5][C:3](=[O:4])[CH2:2][O:1][C:11]1[O:12][C:13]2[CH:19]=[C:18]([CH3:20])[CH:17]=[CH:16][C:14]=2[N:15]=1)[CH3:7]. (7) Given the reactants [CH3:1][O:2][C:3]1[CH:8]=[CH:7][C:6]([CH2:9][O:10][C:11]2[CH:12]=[C:13]([CH:18]=[CH:19][CH:20]=2)[C:14]([O:16]C)=O)=[CH:5][CH:4]=1.[Cl:21][C:22]1[N:27]=[C:26]([CH3:28])[CH:25]=[CH:24][N:23]=1, predict the reaction product. The product is: [Cl:21][C:22]1[N:27]=[C:26]([CH2:28][C:14]([C:13]2[CH:18]=[CH:19][CH:20]=[C:11]([O:10][CH2:9][C:6]3[CH:5]=[CH:4][C:3]([O:2][CH3:1])=[CH:8][CH:7]=3)[CH:12]=2)=[O:16])[CH:25]=[CH:24][N:23]=1. (8) Given the reactants C([O:8][C:9]1[C:10]([C:26]([O:28][CH2:29][CH3:30])=[O:27])=[N:11][N:12]2[CH:17]([C:18]3[N:19]=[C:20]([CH3:23])[S:21][CH:22]=3)[CH2:16][N:15]([CH3:24])[C:14](=[O:25])[C:13]=12)C1C=CC=CC=1.B(Br)(Br)Br, predict the reaction product. The product is: [OH:8][C:9]1[C:10]([C:26]([O:28][CH2:29][CH3:30])=[O:27])=[N:11][N:12]2[CH:17]([C:18]3[N:19]=[C:20]([CH3:23])[S:21][CH:22]=3)[CH2:16][N:15]([CH3:24])[C:14](=[O:25])[C:13]=12. (9) Given the reactants Br[C:2]1[S:3][CH:4]=[C:5]([Br:7])[CH:6]=1.[CH3:8][O:9][C:10]1[CH:11]=[C:12](B(O)O)[CH:13]=[CH:14][CH:15]=1, predict the reaction product. The product is: [Br:7][C:5]1[CH:6]=[C:2]([C:14]2[CH:13]=[CH:12][CH:11]=[C:10]([O:9][CH3:8])[CH:15]=2)[S:3][CH:4]=1.